From a dataset of Forward reaction prediction with 1.9M reactions from USPTO patents (1976-2016). Predict the product of the given reaction. Given the reactants [N+]([C:4]1[CH:9]=[CH:8][C:7]([C:10]([F:13])([F:12])[F:11])=[CH:6][C:5]=1[CH2:14][C:15]#[N:16])([O-])=O.O.C(O)(=O)C, predict the reaction product. The product is: [F:13][C:10]([F:11])([F:12])[C:7]1[CH:6]=[C:5]2[C:4](=[CH:9][CH:8]=1)[NH:16][CH:15]=[CH:14]2.